This data is from Forward reaction prediction with 1.9M reactions from USPTO patents (1976-2016). The task is: Predict the product of the given reaction. (1) Given the reactants C[O:2][C:3](=[O:12])[C:4]1[CH:9]=[C:8]([OH:10])[CH:7]=[C:6]([Cl:11])[CH:5]=1.O[CH2:14][C:15]1[CH:16]=[N:17][CH:18]=[CH:19][CH:20]=1.C1(P(C2C=CC=CC=2)C2C=CC=CC=2)C=CC=CC=1.CCOC(/N=N/C(OCC)=O)=O, predict the reaction product. The product is: [Cl:11][C:6]1[CH:5]=[C:4]([CH:9]=[C:8]([O:10][CH2:14][C:15]2[CH:16]=[N:17][CH:18]=[CH:19][CH:20]=2)[CH:7]=1)[C:3]([OH:2])=[O:12]. (2) Given the reactants C([O:3][C:4]([CH:6]1[CH2:11][CH2:10][N:9]([C:12]([C:14]2([CH3:17])[CH2:16][CH2:15]2)=[O:13])[CH2:8][CH2:7]1)=[O:5])C.C(OC(C1CCNCC1)=O)C.CC1(C(O)=O)CC1.O[Li].O, predict the reaction product. The product is: [CH3:17][C:14]1([C:12]([N:9]2[CH2:8][CH2:7][CH:6]([C:4]([OH:5])=[O:3])[CH2:11][CH2:10]2)=[O:13])[CH2:15][CH2:16]1.